This data is from Peptide-MHC class I binding affinity with 185,985 pairs from IEDB/IMGT. The task is: Regression. Given a peptide amino acid sequence and an MHC pseudo amino acid sequence, predict their binding affinity value. This is MHC class I binding data. (1) The peptide sequence is YALCTLLHL. The MHC is HLA-A68:02 with pseudo-sequence HLA-A68:02. The binding affinity (normalized) is 0.202. (2) The peptide sequence is NSTDTVDTI. The MHC is Mamu-A02 with pseudo-sequence Mamu-A02. The binding affinity (normalized) is 0.462.